From a dataset of Forward reaction prediction with 1.9M reactions from USPTO patents (1976-2016). Predict the product of the given reaction. The product is: [Cl:1][C:2]1[CH:10]=[C:9]([NH:11][CH:12]([CH3:13])[CH3:14])[C:5]([C:6]([NH:24][CH2:25][C:26]([F:32])([F:31])[C:27]([OH:29])([CH3:30])[CH3:28])=[O:8])=[CH:4][N:3]=1. Given the reactants [Cl:1][C:2]1[CH:10]=[C:9]([NH:11][CH:12]2[CH2:14][CH2:13]2)[C:5]([C:6]([OH:8])=O)=[CH:4][N:3]=1.CCN(C(C)C)C(C)C.[NH2:24][CH2:25][C:26]([F:32])([F:31])[C:27]([CH3:30])([OH:29])[CH3:28].CN(C(ON1N=NC2C=CC=NC1=2)=[N+](C)C)C.F[P-](F)(F)(F)(F)F, predict the reaction product.